This data is from Forward reaction prediction with 1.9M reactions from USPTO patents (1976-2016). The task is: Predict the product of the given reaction. (1) The product is: [CH2:8]([O:7][C@H:6]1[C@H:15]([O:16][CH2:17][C:18]2[CH:19]=[CH:20][CH:21]=[CH:22][CH:23]=2)[C@@H:24]([CH2:26][O:27][CH2:28][C:29]2[CH:34]=[CH:33][CH:32]=[CH:31][CH:30]=2)[S:25][CH:5]1[N:35]1[CH:42]=[CH:41][C:39]([NH2:40])=[N:38][C:36]1=[O:37])[C:9]1[CH:10]=[CH:11][CH:12]=[CH:13][CH:14]=1. Given the reactants C(O[CH:5]1[S:25][C@H:24]([CH2:26][O:27][CH2:28][C:29]2[CH:34]=[CH:33][CH:32]=[CH:31][CH:30]=2)[C@@H:15]([O:16][CH2:17][C:18]2[CH:23]=[CH:22][CH:21]=[CH:20][CH:19]=2)[C@@H:6]1[O:7][CH2:8][C:9]1[CH:14]=[CH:13][CH:12]=[CH:11][CH:10]=1)(=O)C.[NH:35]1[CH:42]=[CH:41][C:39]([NH2:40])=[N:38][C:36]1=[O:37].C(#N)C.C[Si](C)(C)N[Si](C)(C)C.Cl[Si](C)(C)C.C[Si](OS(C(F)(F)F)(=O)=O)(C)C, predict the reaction product. (2) Given the reactants [N+:1]([C:4]1[CH:5]=[C:6]([C:13]([OH:15])=[O:14])[CH:7]=[C:8]([CH:12]=1)[C:9]([OH:11])=[O:10])([O-:3])=[O:2].[CH2:16](Br)[CH:17]=[CH2:18], predict the reaction product. The product is: [CH2:18]([O:14][C:13]([C:6]1[CH:7]=[C:8]([CH:12]=[C:4]([N+:1]([O-:3])=[O:2])[CH:5]=1)[C:9]([OH:11])=[O:10])=[O:15])[CH:17]=[CH2:16]. (3) Given the reactants [CH2:1]([C:8]1([NH2:11])[CH2:10][CH2:9]1)[C:2]1[CH:7]=[CH:6][CH:5]=[CH:4][CH:3]=1.ClC(Cl)(Cl)C1O[N:15]1[C:17]([O:19][C:20]([CH3:23])([CH3:22])[CH3:21])=[O:18], predict the reaction product. The product is: [CH2:1]([C:8]1([NH:11][NH:15][C:17]([O:19][C:20]([CH3:23])([CH3:22])[CH3:21])=[O:18])[CH2:10][CH2:9]1)[C:2]1[CH:7]=[CH:6][CH:5]=[CH:4][CH:3]=1.